The task is: Regression. Given two drug SMILES strings and cell line genomic features, predict the synergy score measuring deviation from expected non-interaction effect.. This data is from NCI-60 drug combinations with 297,098 pairs across 59 cell lines. (1) Drug 1: C1=CC=C(C=C1)NC(=O)CCCCCCC(=O)NO. Drug 2: C(CC(=O)O)C(=O)CN.Cl. Cell line: NCIH23. Synergy scores: CSS=28.6, Synergy_ZIP=-4.40, Synergy_Bliss=1.99, Synergy_Loewe=-8.02, Synergy_HSA=0.708. (2) Drug 1: CC1=C(N=C(N=C1N)C(CC(=O)N)NCC(C(=O)N)N)C(=O)NC(C(C2=CN=CN2)OC3C(C(C(C(O3)CO)O)O)OC4C(C(C(C(O4)CO)O)OC(=O)N)O)C(=O)NC(C)C(C(C)C(=O)NC(C(C)O)C(=O)NCCC5=NC(=CS5)C6=NC(=CS6)C(=O)NCCC[S+](C)C)O. Drug 2: CN(C(=O)NC(C=O)C(C(C(CO)O)O)O)N=O. Cell line: U251. Synergy scores: CSS=46.2, Synergy_ZIP=-2.47, Synergy_Bliss=-5.09, Synergy_Loewe=-27.0, Synergy_HSA=-4.31. (3) Drug 1: CC1=C2C(C(=O)C3(C(CC4C(C3C(C(C2(C)C)(CC1OC(=O)C(C(C5=CC=CC=C5)NC(=O)OC(C)(C)C)O)O)OC(=O)C6=CC=CC=C6)(CO4)OC(=O)C)OC)C)OC. Drug 2: CS(=O)(=O)CCNCC1=CC=C(O1)C2=CC3=C(C=C2)N=CN=C3NC4=CC(=C(C=C4)OCC5=CC(=CC=C5)F)Cl. Cell line: NCI-H522. Synergy scores: CSS=55.4, Synergy_ZIP=-2.35, Synergy_Bliss=-0.774, Synergy_Loewe=-12.9, Synergy_HSA=1.80. (4) Drug 1: C1CC(C1)(C(=O)O)C(=O)O.[NH2-].[NH2-].[Pt+2]. Drug 2: C1CN(CCN1C(=O)CCBr)C(=O)CCBr. Cell line: OVCAR-8. Synergy scores: CSS=17.9, Synergy_ZIP=-5.62, Synergy_Bliss=-1.17, Synergy_Loewe=-2.55, Synergy_HSA=0.613. (5) Drug 1: C1=CC(=C2C(=C1NCCNCCO)C(=O)C3=C(C=CC(=C3C2=O)O)O)NCCNCCO. Drug 2: CC1=CC=C(C=C1)C2=CC(=NN2C3=CC=C(C=C3)S(=O)(=O)N)C(F)(F)F. Cell line: MDA-MB-231. Synergy scores: CSS=34.5, Synergy_ZIP=2.22, Synergy_Bliss=2.58, Synergy_Loewe=-14.3, Synergy_HSA=2.65. (6) Drug 1: CC(CN1CC(=O)NC(=O)C1)N2CC(=O)NC(=O)C2. Drug 2: C1=NC2=C(N1)C(=S)N=CN2. Cell line: LOX IMVI. Synergy scores: CSS=37.4, Synergy_ZIP=-2.90, Synergy_Bliss=-4.29, Synergy_Loewe=-8.02, Synergy_HSA=-2.15. (7) Drug 1: CC1=C2C(C(=O)C3(C(CC4C(C3C(C(C2(C)C)(CC1OC(=O)C(C(C5=CC=CC=C5)NC(=O)OC(C)(C)C)O)O)OC(=O)C6=CC=CC=C6)(CO4)OC(=O)C)OC)C)OC. Drug 2: CCC1(C2=C(COC1=O)C(=O)N3CC4=CC5=C(C=CC(=C5CN(C)C)O)N=C4C3=C2)O.Cl. Cell line: SF-268. Synergy scores: CSS=41.0, Synergy_ZIP=-0.987, Synergy_Bliss=-2.35, Synergy_Loewe=-2.57, Synergy_HSA=1.98. (8) Drug 1: C(=O)(N)NO. Drug 2: N.N.Cl[Pt+2]Cl. Cell line: SW-620. Synergy scores: CSS=25.6, Synergy_ZIP=-6.99, Synergy_Bliss=-1.17, Synergy_Loewe=-15.9, Synergy_HSA=-0.565.